From a dataset of Forward reaction prediction with 1.9M reactions from USPTO patents (1976-2016). Predict the product of the given reaction. (1) Given the reactants Br[C:2]1[N:6]([C:7]2[CH:12]=[CH:11][CH:10]=[CH:9][CH:8]=2)[N:5]=[C:4]([CH3:13])[CH:3]=1.[CH:14]([S:17]([N:20]1[C:24]2[CH:25]=[C:26](B(O)O)[CH:27]=[CH:28][C:23]=2[N:22]=[C:21]1[NH2:32])(=[O:19])=[O:18])([CH3:16])[CH3:15].C(=O)([O-])[O-].[Na+].[Na+], predict the reaction product. The product is: [CH:14]([S:17]([N:20]1[C:24]2[CH:25]=[C:26]([C:2]3[N:6]([C:7]4[CH:12]=[CH:11][CH:10]=[CH:9][CH:8]=4)[N:5]=[C:4]([CH3:13])[CH:3]=3)[CH:27]=[CH:28][C:23]=2[N:22]=[C:21]1[NH2:32])(=[O:18])=[O:19])([CH3:16])[CH3:15]. (2) Given the reactants CN1CCN(C[C:9]2[CH:37]=[CH:36][C:12]([C:13]([NH:15]C3C=CC(C)=C(NC4N=C(C5C=NC=CC=5)C=CN=4)C=3)=[O:14])=[CH:11][CH:10]=2)CC1.OC1C(C(O)=O)=CC2C(C=1)=CC=CC=2.O, predict the reaction product. The product is: [C:13]([NH2:15])(=[O:14])[C:12]1[CH:36]=[CH:37][CH:9]=[CH:10][CH:11]=1. (3) The product is: [CH3:13][O:12][C:10]([C:5]1[C:4]2[CH:3]=[CH:2][N:1]([CH2:15][C:16](=[O:17])[N:18]([CH2:21][CH3:22])[CH2:19][CH3:20])[C:9]=2[CH:8]=[CH:7][CH:6]=1)=[O:11]. Given the reactants [NH:1]1[C:9]2[CH:8]=[CH:7][CH:6]=[C:5]([C:10]([O:12][CH3:13])=[O:11])[C:4]=2[CH:3]=[CH:2]1.Cl[CH2:15][C:16]([N:18]([CH2:21][CH3:22])[CH2:19][CH3:20])=[O:17].C(=O)([O-])[O-].[K+].[K+], predict the reaction product. (4) The product is: [CH:14]1([C:12](=[O:13])[CH:11]([N:8]2[CH2:9][CH2:10][CH:5]([SH:4])/[C:6](=[CH:24]/[C:25]3[O:26][CH:27]=[CH:28][CH:29]=3)/[CH2:7]2)[C:17]2[CH:22]=[CH:21][CH:20]=[CH:19][C:18]=2[F:23])[CH2:16][CH2:15]1. Given the reactants C([S:4][CH:5]1[CH2:10][CH2:9][N:8]([CH:11]([C:17]2[CH:22]=[CH:21][CH:20]=[CH:19][C:18]=2[F:23])[C:12]([CH:14]2[CH2:16][CH2:15]2)=[O:13])[CH2:7]/[C:6]/1=[CH:24]\[C:25]1[O:26][CH:27]=[CH:28][CH:29]=1)(=O)C.C(=O)([O-])[O-].[K+].[K+].O, predict the reaction product. (5) Given the reactants [CH2:1]([C:8]1(S(C2C=CC(C)=CC=2)(=O)=O)[CH:12]([C:13]2[N:14]=[N:15][N:16]([CH2:24][C:25]3[CH:30]=[C:29]([C:31]([F:34])([F:33])[F:32])[CH:28]=[C:27]([C:35]([F:38])([F:37])[F:36])[CH:26]=3)[C:17]=2[C:18]2[CH:23]=[CH:22][CH:21]=[CH:20][CH:19]=2)O[CH:10]=[N:9]1)[C:2]1[CH:7]=[CH:6][CH:5]=[CH:4][CH:3]=1.[NH3:49].CO, predict the reaction product. The product is: [CH2:1]([C:8]1[NH:9][CH:10]=[N:49][C:12]=1[C:13]1[N:14]=[N:15][N:16]([CH2:24][C:25]2[CH:26]=[C:27]([C:35]([F:38])([F:36])[F:37])[CH:28]=[C:29]([C:31]([F:34])([F:32])[F:33])[CH:30]=2)[C:17]=1[C:18]1[CH:23]=[CH:22][CH:21]=[CH:20][CH:19]=1)[C:2]1[CH:3]=[CH:4][CH:5]=[CH:6][CH:7]=1. (6) Given the reactants Cl[C:2]1C=CC(S(N2C(=O)/C(=C/C3C=C(Cl)C=CC=3OC)/CNC(=O)C2)(=O)=O)=C[C:3]=1[C:4]([O:6][CH3:7])=[O:5].[Cl:34][C:35]1[CH:43]=[CH:42][C:41]([S:44]([N:47]2[C:53](=[O:54])/[C:52](=[CH:55]/[C:56]3[CH:61]=[C:60]([Cl:62])[CH:59]=[CH:58][C:57]=3[O:63][CH3:64])/[CH2:51][NH:50][C:49](=[O:65])[CH2:48]2)(=[O:46])=[O:45])=[CH:40][C:36]=1C(O)=O.ClC1C=CC(OC)=C(C=1)C[C@@H]1C(=O)N(S(C2C=CC(Cl)=CC=2)(=O)=O)[C@H](CCC(O)=O)C(=O)NC1, predict the reaction product. The product is: [Cl:62][C:60]1[CH:59]=[CH:58][C:57]([O:63][CH3:64])=[C:56]([CH:61]=1)[CH2:55][C@@H:52]1[C:53](=[O:54])[N:47]([S:44]([C:41]2[CH:40]=[CH:36][C:35]([Cl:34])=[CH:43][CH:42]=2)(=[O:46])=[O:45])[C@H:48]([CH2:2][CH2:3][C:4]([O:6][CH3:7])=[O:5])[C:49](=[O:65])[NH:50][CH2:51]1.